From a dataset of CYP3A4 inhibition data for predicting drug metabolism from PubChem BioAssay. Regression/Classification. Given a drug SMILES string, predict its absorption, distribution, metabolism, or excretion properties. Task type varies by dataset: regression for continuous measurements (e.g., permeability, clearance, half-life) or binary classification for categorical outcomes (e.g., BBB penetration, CYP inhibition). Dataset: cyp3a4_veith. (1) The molecule is COc1ccc(CCN(C)CCC[C@@](C#N)(c2cc(OC)c(OC)c(OC)c2)C(C)C)cc1OC. The result is 1 (inhibitor). (2) The molecule is CCN1C(=O)[C@H]2CC[C@@H]3/C(=N\OC/C=C(\C)CCC=C(C)C)C[C@@H](O)[C@@H](O)[C@@H]3[C@@H]2C1=O. The result is 0 (non-inhibitor).